From a dataset of Forward reaction prediction with 1.9M reactions from USPTO patents (1976-2016). Predict the product of the given reaction. Given the reactants IC.[CH3:3][C:4]1([CH3:18])[C:8]([CH3:10])([CH3:9])[O:7][B:6]([C:11]2[CH:12]=[CH:13][C:14]([OH:17])=[N:15][CH:16]=2)[O:5]1.[C:19](=O)([O-])[O-].[K+].[K+], predict the reaction product. The product is: [CH3:19][N:15]1[CH:16]=[C:11]([B:6]2[O:5][C:4]([CH3:18])([CH3:3])[C:8]([CH3:9])([CH3:10])[O:7]2)[CH:12]=[CH:13][C:14]1=[O:17].